Dataset: Forward reaction prediction with 1.9M reactions from USPTO patents (1976-2016). Task: Predict the product of the given reaction. (1) Given the reactants [C:1](=[O:12])(OC(Cl)(Cl)Cl)OC(Cl)(Cl)Cl.Cl.Cl.[CH3:15][S:16][CH2:17][CH2:18][N:19]1[CH2:24][CH2:23][CH:22]([NH2:25])[CH2:21][CH2:20]1.[C@H:26]1([NH:35][C:36]2[CH:45]=[CH:44][C:43]3[C:38](=[CH:39][CH:40]=[C:41]([NH2:46])[CH:42]=3)[N:37]=2)[C:34]2[C:29](=[CH:30][CH:31]=[CH:32][CH:33]=2)[CH2:28][CH2:27]1, predict the reaction product. The product is: [C@H:26]1([NH:35][C:36]2[CH:45]=[CH:44][C:43]3[C:38](=[CH:39][CH:40]=[C:41]([NH:46][C:1]([NH:25][CH:22]4[CH2:21][CH2:20][N:19]([CH2:18][CH2:17][S:16][CH3:15])[CH2:24][CH2:23]4)=[O:12])[CH:42]=3)[N:37]=2)[C:34]2[C:29](=[CH:30][CH:31]=[CH:32][CH:33]=2)[CH2:28][CH2:27]1. (2) Given the reactants [CH3:1][C@H:2]1[CH2:7][N:6]2[N:8]=[CH:9][C:10]([N:11]3[CH2:15][CH2:14][CH2:13][C:12]3=[O:16])=[C:5]2[CH2:4][N:3]1[C:17]([O:19]C(C)(C)C)=O.[F:24][CH:25]([F:42])[C:26]1[CH:31]=[C:30]([NH:32]C(=O)OC2C=CC=CC=2)[CH:29]=[CH:28][N:27]=1, predict the reaction product. The product is: [F:24][CH:25]([F:42])[C:26]1[CH:31]=[C:30]([NH:32][C:17]([N:3]2[C@@H:2]([CH3:1])[CH2:7][N:6]3[N:8]=[CH:9][C:10]([N:11]4[CH2:15][CH2:14][CH2:13][C:12]4=[O:16])=[C:5]3[CH2:4]2)=[O:19])[CH:29]=[CH:28][N:27]=1. (3) Given the reactants [C:1]1([CH3:16])[CH:6]=[CH:5][CH:4]=[C:3]([C:7]2[CH:8]=[CH:9][C:10]([C:13]([OH:15])=O)=[N:11][CH:12]=2)[CH:2]=1.Cl.[CH2:18]([NH:25][OH:26])[C:19]1[CH:24]=[CH:23][CH:22]=[CH:21][CH:20]=1, predict the reaction product. The product is: [CH2:18]([N:25]([OH:26])[C:13]([C:10]1[CH:9]=[CH:8][C:7]([C:3]2[CH:2]=[C:1]([CH3:16])[CH:6]=[CH:5][CH:4]=2)=[CH:12][N:11]=1)=[O:15])[C:19]1[CH:24]=[CH:23][CH:22]=[CH:21][CH:20]=1. (4) Given the reactants Cl[C:2]1[N:3]=[C:4](Cl)[C:5]2[CH:10]=[CH:9][NH:8][C:6]=2[N:7]=1.C([N:15]([CH:18]([CH3:20])C)[CH2:16][CH3:17])(C)C.[NH:21]1[CH2:26][CH2:25][O:24][CH2:23][CH2:22]1.CN1C(=[O:33])CCC1, predict the reaction product. The product is: [N:21]1([C:2]2[N:3]=[C:4]([N:15]3[CH2:16][CH2:17][O:33][CH2:20][CH2:18]3)[C:5]3[CH:10]=[CH:9][NH:8][C:6]=3[N:7]=2)[CH2:26][CH2:25][O:24][CH2:23][CH2:22]1. (5) Given the reactants [F:1][C:2]1[CH:7]=[CH:6][C:5]([CH2:8][C:9]2[CH:18]=[C:17]3[C:12]([C:13]([OH:34])=[C:14]([C:29](OCC)=[O:30])[C:15](=[O:28])[N:16]3[CH2:19][C:20](=[O:27])[N:21]3[CH2:26][CH2:25][CH2:24][CH2:23][CH2:22]3)=[N:11][CH:10]=2)=[CH:4][CH:3]=1.[NH2:35][CH:36]([CH3:39])[CH2:37][OH:38], predict the reaction product. The product is: [F:1][C:2]1[CH:7]=[CH:6][C:5]([CH2:8][C:9]2[CH:18]=[C:17]3[C:12]([C:13]([OH:34])=[C:14]([C:29]([NH:35][CH:36]([CH3:39])[CH2:37][OH:38])=[O:30])[C:15](=[O:28])[N:16]3[CH2:19][C:20](=[O:27])[N:21]3[CH2:22][CH2:23][CH2:24][CH2:25][CH2:26]3)=[N:11][CH:10]=2)=[CH:4][CH:3]=1.